From a dataset of Forward reaction prediction with 1.9M reactions from USPTO patents (1976-2016). Predict the product of the given reaction. The product is: [C:36]([C:10]1[CH:11]=[C:12]2[C:17](=[CH:18][C:9]=1[OH:8])[N:16]=[CH:15][CH:14]=[C:13]2[O:19][C:20]1[CH:25]=[CH:24][C:23]([NH:26][C:27]([NH:29][C:30]2[S:31][CH:32]=[CH:33][N:34]=2)=[O:28])=[C:22]([F:35])[CH:21]=1)#[N:37]. Given the reactants C([O:8][C:9]1[CH:18]=[C:17]2[C:12]([C:13]([O:19][C:20]3[CH:25]=[CH:24][C:23]([NH:26][C:27]([NH:29][C:30]4[S:31][CH:32]=[CH:33][N:34]=4)=[O:28])=[C:22]([F:35])[CH:21]=3)=[CH:14][CH:15]=[N:16]2)=[CH:11][C:10]=1[C:36]#[N:37])C1C=CC=CC=1.C1(SC)C=CC=CC=1, predict the reaction product.